From a dataset of Full USPTO retrosynthesis dataset with 1.9M reactions from patents (1976-2016). Predict the reactants needed to synthesize the given product. Given the product [CH2:11]([N:13]([CH2:14][CH3:15])[C:6](=[O:8])[C:5]1[CH:4]=[CH:3][C:2]([OH:1])=[CH:10][CH:9]=1)[CH3:12], predict the reactants needed to synthesize it. The reactants are: [OH:1][C:2]1[CH:10]=[CH:9][C:5]([C:6]([OH:8])=O)=[CH:4][CH:3]=1.[CH2:11]([NH:13][CH2:14][CH3:15])[CH3:12].O.ON1C2C=CC=CC=2N=N1.Cl.CN(C)CCCN=C=NCC.Cl.